Dataset: Full USPTO retrosynthesis dataset with 1.9M reactions from patents (1976-2016). Task: Predict the reactants needed to synthesize the given product. (1) Given the product [Cl:11][C:12]1[N:17]=[C:16]2[C:18](=[O:21])[CH2:19][CH2:20][C:15]2=[CH:14][CH:13]=1, predict the reactants needed to synthesize it. The reactants are: C(Cl)(=O)C(Cl)=O.CS(C)=O.[Cl:11][C:12]1[N:17]=[C:16]2[CH:18]([OH:21])[CH2:19][CH2:20][C:15]2=[CH:14][CH:13]=1.C(N(CC)CC)C. (2) The reactants are: [Cl:1][C:2]1[CH:28]=[CH:27][C:5]([CH2:6][N:7]2[C:15]3[C:10](=[CH:11][C:12]([CH:16]=[C:17]4[S:21][C:20](SCC)=[N:19][C:18]4=[O:25])=[CH:13][CH:14]=3)[C:9]([CH3:26])=[N:8]2)=[C:4]([C:29]([F:32])([F:31])[F:30])[CH:3]=1.[C:33]([O:37][C:38]([N:40]1[CH2:45][CH2:44][NH:43][CH2:42][CH:41]1[CH2:46][OH:47])=[O:39])([CH3:36])([CH3:35])[CH3:34]. Given the product [C:33]([O:37][C:38]([N:40]1[CH2:45][CH2:44][N:43]([C:20]2[S:21][C:17](=[CH:16][C:12]3[CH:11]=[C:10]4[C:15](=[CH:14][CH:13]=3)[N:7]([CH2:6][C:5]3[CH:27]=[CH:28][C:2]([Cl:1])=[CH:3][C:4]=3[C:29]([F:31])([F:32])[F:30])[N:8]=[C:9]4[CH3:26])[C:18](=[O:25])[N:19]=2)[CH2:42][CH:41]1[CH2:46][OH:47])=[O:39])([CH3:36])([CH3:35])[CH3:34], predict the reactants needed to synthesize it. (3) The reactants are: Cl.Cl.[NH2:3][CH2:4][C@@:5]1([OH:13])[CH:10]2[CH2:11][CH2:12][N:7]([CH2:8][CH2:9]2)[CH2:6]1.C([O-])([O-])=O.[Cs+].[Cs+].[Br:20][C:21]1[CH:30]=[CH:29][CH:28]=[C:27]2[C:22]=1[CH:23]=[C:24]([N:31]=[C:32]=S)[N:25]=[CH:26]2.C(N=C=NC(C)C)(C)C. Given the product [Br:20][C:21]1[CH:30]=[CH:29][CH:28]=[C:27]2[C:22]=1[CH:23]=[C:24]([NH:31][C:32]1[O:13][C@:5]3([CH2:4][N:3]=1)[CH:10]1[CH2:9][CH2:8][N:7]([CH2:12][CH2:11]1)[CH2:6]3)[N:25]=[CH:26]2, predict the reactants needed to synthesize it. (4) Given the product [I:45][C:46]1[CH:51]=[CH:50][C:49]([NH:52][C:53]([N:31]2[C:21]3[N:22]=[C:23]([N:25]4[CH2:30][CH2:29][O:28][CH2:27][CH2:26]4)[N:24]=[C:19]([C:16]4[CH:15]=[N:14][C:13]([N:12]([CH2:11][C:10]5[CH:9]=[CH:8][C:7]([O:6][CH3:5])=[CH:44][CH:43]=5)[CH2:34][C:35]5[CH:36]=[CH:37][C:38]([O:41][CH3:42])=[CH:39][CH:40]=5)=[N:18][CH:17]=4)[C:20]=3[CH2:33][CH2:32]2)=[O:54])=[CH:48][CH:47]=1, predict the reactants needed to synthesize it. The reactants are: ClC(Cl)C.[CH3:5][O:6][C:7]1[CH:44]=[CH:43][C:10]([CH2:11][N:12]([CH2:34][C:35]2[CH:40]=[CH:39][C:38]([O:41][CH3:42])=[CH:37][CH:36]=2)[C:13]2[N:18]=[CH:17][C:16]([C:19]3[C:20]4[CH2:33][CH2:32][NH:31][C:21]=4[N:22]=[C:23]([N:25]4[CH2:30][CH2:29][O:28][CH2:27][CH2:26]4)[N:24]=3)=[CH:15][N:14]=2)=[CH:9][CH:8]=1.[I:45][C:46]1[CH:51]=[CH:50][C:49]([N:52]=[C:53]=[O:54])=[CH:48][CH:47]=1. (5) Given the product [CH2:1]([O:3][C:4]([C:6]1[N:7]=[C:8]([CH:11]=[O:12])[S:9][CH:10]=1)=[O:5])[CH3:2], predict the reactants needed to synthesize it. The reactants are: [CH2:1]([O:3][C:4]([C:6]1[N:7]=[C:8]([CH:11](OCC)[O:12]CC)[S:9][CH:10]=1)=[O:5])[CH3:2].Cl.